From a dataset of Catalyst prediction with 721,799 reactions and 888 catalyst types from USPTO. Predict which catalyst facilitates the given reaction. (1) Reactant: [H-].[Na+].[CH3:3][C:4]1[C:9]([F:10])=[CH:8][CH:7]=[CH:6][C:5]=1[N:11]1[C:15](=[O:16])[NH:14][N:13]=[N:12]1.[CH3:17]N(C)C=O.CI. Product: [CH3:3][C:4]1[C:9]([F:10])=[CH:8][CH:7]=[CH:6][C:5]=1[N:11]1[C:15](=[O:16])[N:14]([CH3:17])[N:13]=[N:12]1. The catalyst class is: 6. (2) Product: [CH2:1]([O:8][C:9]([N:11]1[CH:15]([C:16](=[O:18])[NH:65][C:62]2[CH:63]=[CH:64][C:59]([Br:58])=[CH:60][C:61]=2[NH2:66])[CH2:14][S:13][C@H:12]1[C:19]1[CH:20]=[CH:21][N:22]=[CH:23][CH:24]=1)=[O:10])[C:2]1[CH:7]=[CH:6][CH:5]=[CH:4][CH:3]=1. The catalyst class is: 3. Reactant: [CH2:1]([O:8][C:9]([N:11]1[CH:15]([C:16]([OH:18])=O)[CH2:14][S:13][CH:12]1[C:19]1[CH:24]=[CH:23][N:22]=[CH:21][CH:20]=1)=[O:10])[C:2]1[CH:7]=[CH:6][CH:5]=[CH:4][CH:3]=1.C1CN([P+](Br)(N2CCCC2)N2CCCC2)CC1.F[P-](F)(F)(F)(F)F.CCN(C(C)C)C(C)C.[Br:58][C:59]1[CH:60]=[C:61]([NH2:66])[C:62]([NH2:65])=[CH:63][CH:64]=1. (3) Product: [Cl:8][C:6]1[CH:5]=[C:4]([C:9]2([C:14]([F:17])([F:16])[F:15])[CH2:13][CH2:12][N:11]([C:19]3[CH:26]=[CH:25][C:22]([C:23]#[N:24])=[C:21]([C:27]([F:28])([F:30])[F:29])[CH:20]=3)[CH2:10]2)[CH:3]=[C:2]([Cl:1])[CH:7]=1. The catalyst class is: 13. Reactant: [Cl:1][C:2]1[CH:3]=[C:4]([C:9]2([C:14]([F:17])([F:16])[F:15])[CH2:13][CH2:12][NH:11][CH2:10]2)[CH:5]=[C:6]([Cl:8])[CH:7]=1.F[C:19]1[CH:26]=[CH:25][C:22]([C:23]#[N:24])=[C:21]([C:27]([F:30])([F:29])[F:28])[CH:20]=1.C(=O)([O-])[O-].[K+].[K+].CN(C)C=O. (4) Reactant: Br[C:2]1[C:14]([O:15][CH2:16][CH3:17])=[CH:13][C:5]([C:6]([O:8][C:9]([CH3:12])([CH3:11])[CH3:10])=[O:7])=[CH:4][C:3]=1[O:18][CH2:19][CH3:20].[Li]CCCC.[B:26](OC)([O:29]C)[O:27]C. Product: [C:9]([O:8][C:6]([C:5]1[CH:13]=[C:14]([O:15][CH2:16][CH3:17])[C:2]([B:26]([OH:29])[OH:27])=[C:3]([O:18][CH2:19][CH3:20])[CH:4]=1)=[O:7])([CH3:12])([CH3:11])[CH3:10]. The catalyst class is: 1. (5) Reactant: [C:1]([O:5][C:6](=[O:31])[N:7]([C@H:9]([C:11](=[O:30])[NH:12][C@H:13]([C:17]([N:19]1[C:23]2=[N:24][CH:25]=[CH:26][CH:27]=[C:22]2[CH2:21][C@H:20]1[CH2:28][NH2:29])=[O:18])[CH:14]([CH3:16])[CH3:15])[CH3:10])[CH3:8])([CH3:4])([CH3:3])[CH3:2].C(N(CC)CC)C.[C:39](Cl)(=[O:46])[C:40]1[CH:45]=[CH:44][CH:43]=[CH:42][CH:41]=1. Product: [C:1]([O:5][C:6](=[O:31])[N:7]([C@H:9]([C:11](=[O:30])[NH:12][C@H:13]([C:17]([N:19]1[C:23]2=[N:24][CH:25]=[CH:26][CH:27]=[C:22]2[CH2:21][C@H:20]1[CH2:28][NH:29][C:39](=[O:46])[C:40]1[CH:45]=[CH:44][CH:43]=[CH:42][CH:41]=1)=[O:18])[CH:14]([CH3:16])[CH3:15])[CH3:10])[CH3:8])([CH3:2])([CH3:4])[CH3:3]. The catalyst class is: 2. (6) Reactant: [N+:1]([C:4]1[CH:5]=[C:6]2[C:10](=[CH:11][CH:12]=1)[NH:9][CH:8]=[C:7]2[C:13]1[CH2:14][CH2:15][NH:16][CH2:17][CH:18]=1)([O-:3])=[O:2].[O:19]1CCO[CH2:21][CH2:20]1.C(N(CC)CC)C.BrCCO. Product: [N+:1]([C:4]1[CH:5]=[C:6]2[C:10](=[CH:11][CH:12]=1)[NH:9][CH:8]=[C:7]2[C:13]1[CH2:14][CH2:15][N:16]([CH2:21][CH2:20][OH:19])[CH2:17][CH:18]=1)([O-:3])=[O:2]. The catalyst class is: 797.